From a dataset of Full USPTO retrosynthesis dataset with 1.9M reactions from patents (1976-2016). Predict the reactants needed to synthesize the given product. (1) Given the product [CH3:5][O:4][C:2](=[O:3])[O:36][CH2:35][C@@H:23]([N:20]1[CH2:21][CH2:22][N:17]([C:15](=[O:16])[NH:14][C:9]2[CH:10]=[CH:11][C:12]([Cl:13])=[C:7]([Cl:6])[CH:8]=2)[C@@H:18]([CH3:38])[C:19]1=[O:37])[CH2:24][CH2:25][N:26]1[CH2:33][CH2:32][C:29]2([CH2:31][CH2:30]2)[C@H:28]([OH:34])[CH2:27]1, predict the reactants needed to synthesize it. The reactants are: Cl[C:2]([O:4][CH3:5])=[O:3].[Cl:6][C:7]1[CH:8]=[C:9]([NH:14][C:15]([N:17]2[CH2:22][CH2:21][N:20]([C@H:23]([CH2:35][OH:36])[CH2:24][CH2:25][N:26]3[CH2:33][CH2:32][C:29]4([CH2:31][CH2:30]4)[C@H:28]([OH:34])[CH2:27]3)[C:19](=[O:37])[C@@H:18]2[CH3:38])=[O:16])[CH:10]=[CH:11][C:12]=1[Cl:13].C(NCC)C. (2) Given the product [Br:2][CH2:13][C:9]1[CH:10]=[CH:11][CH:12]=[C:7]([O:6][CH3:5])[CH:8]=1, predict the reactants needed to synthesize it. The reactants are: P(Br)(Br)[Br:2].[CH3:5][O:6][C:7]1[CH:8]=[C:9]([CH2:13]O)[CH:10]=[CH:11][CH:12]=1.O. (3) Given the product [C:1]([O:5][C:6](=[O:25])[NH:7][CH:8]([CH3:24])[C:9](=[O:10])[NH:11][C:12]1[N:13]=[C:14]([C:22]#[C:23][C:27]2[N:28]=[CH:29][S:30][CH:31]=2)[C:15]2[C:20]([CH:21]=1)=[CH:19][CH:18]=[CH:17][CH:16]=2)([CH3:4])([CH3:3])[CH3:2], predict the reactants needed to synthesize it. The reactants are: [C:1]([O:5][C:6](=[O:25])[NH:7][CH:8]([CH3:24])[C:9]([NH:11][C:12]1[N:13]=[C:14]([C:22]#[CH:23])[C:15]2[C:20]([CH:21]=1)=[CH:19][CH:18]=[CH:17][CH:16]=2)=[O:10])([CH3:4])([CH3:3])[CH3:2].Br[C:27]1[N:28]=[CH:29][S:30][CH:31]=1.CCN(C(C)C)C(C)C. (4) The reactants are: [NH2:1][C@@H:2]1[C:10]2[C:5](=[CH:6][CH:7]=[CH:8][CH:9]=2)[CH2:4][CH2:3]1.[Br:11][C:12]1[CH:13]=[C:14]([S:18](Cl)(=[O:20])=[O:19])[CH:15]=[CH:16][CH:17]=1. Given the product [Br:11][C:12]1[CH:13]=[C:14]([S:18]([NH:1][C@@H:2]2[C:10]3[C:5](=[CH:6][CH:7]=[CH:8][CH:9]=3)[CH2:4][CH2:3]2)(=[O:20])=[O:19])[CH:15]=[CH:16][CH:17]=1, predict the reactants needed to synthesize it. (5) Given the product [CH3:21][N:22]([CH3:26])[CH2:23][CH2:24][NH:25][C:2]1[C:3]2[C:16]3[CH2:17][CH2:18][CH2:19][CH2:20][C:15]=3[S:14][C:4]=2[N:5]=[C:6]([C:8]2[CH:13]=[CH:12][N:11]=[CH:10][CH:9]=2)[N:7]=1, predict the reactants needed to synthesize it. The reactants are: Cl[C:2]1[C:3]2[C:16]3[CH2:17][CH2:18][CH2:19][CH2:20][C:15]=3[S:14][C:4]=2[N:5]=[C:6]([C:8]2[CH:13]=[CH:12][N:11]=[CH:10][CH:9]=2)[N:7]=1.[CH3:21][N:22]([CH3:26])[CH2:23][CH2:24][NH2:25].CCN(CC)CC. (6) Given the product [C:23]([C:3]1[N:4]=[CH:5][C:6]([NH:8][C@@H:9]2[CH2:14][CH2:13][CH2:12][CH2:11][C@@H:10]2[NH:15][C:16](=[O:22])[O:17][C:18]([CH3:21])([CH3:20])[CH3:19])=[N:7][C:2]=1[NH:35][C:30]1[CH:31]=[CH:32][CH:33]=[C:34]2[C:29]=1[CH:28]=[CH:27][N:26]2[CH3:25])#[N:24], predict the reactants needed to synthesize it. The reactants are: Cl[C:2]1[N:7]=[C:6]([NH:8][C@@H:9]2[CH2:14][CH2:13][CH2:12][CH2:11][C@@H:10]2[NH:15][C:16](=[O:22])[O:17][C:18]([CH3:21])([CH3:20])[CH3:19])[CH:5]=[N:4][C:3]=1[C:23]#[N:24].[CH3:25][N:26]1[C:34]2[CH:33]=[CH:32][CH:31]=[C:30]([NH2:35])[C:29]=2[CH:28]=[CH:27]1.C([O-])([O-])=O.[K+].[K+].C1C=CC(P(C2C(C3C(P(C4C=CC=CC=4)C4C=CC=CC=4)=CC=C4C=3C=CC=C4)=C3C(C=CC=C3)=CC=2)C2C=CC=CC=2)=CC=1. (7) Given the product [Cl:23][C:24]1[CH:29]=[CH:28][C:27]([Cl:30])=[CH:26][C:25]=1[C:31]1[C:32]2[C:48](=[O:49])[N:47]([CH3:50])[CH2:46][C:33]=2[N:34]([CH2:38][C:39]([O:41][C:42]([CH3:45])([CH3:44])[CH3:43])=[O:40])[C:35](=[O:37])[CH:36]=1, predict the reactants needed to synthesize it. The reactants are: [N+]([O-])([O-])=O.[Ce+4].[NH4+].[N+]([O-])([O-])=O.[N+]([O-])([O-])=O.[N+]([O-])([O-])=O.[N+]([O-])([O-])=O.[Cl:23][C:24]1[CH:29]=[CH:28][C:27]([Cl:30])=[CH:26][C:25]=1[CH:31]1[CH2:36][C:35](=[O:37])[N:34]([CH2:38][C:39]([O:41][C:42]([CH3:45])([CH3:44])[CH3:43])=[O:40])[C:33]2[CH2:46][N:47]([CH3:50])[C:48](=[O:49])[C:32]1=2.